This data is from Full USPTO retrosynthesis dataset with 1.9M reactions from patents (1976-2016). The task is: Predict the reactants needed to synthesize the given product. Given the product [NH2:5][C:9]1([CH3:25])[CH2:13][CH2:12][N:11]([S:14]([C:17]2[C:18]([NH2:24])=[N:19][CH:20]=[C:21]([C:47]3[CH:48]=[CH:49][C:43]4[O:42][CH2:41][CH2:40][N:39]([C:32]5[C:31]6[CH2:30][CH2:29][C@H:28]([CH2:26][CH3:27])[CH2:37][C:36]=6[N:35]=[C:34]([CH3:38])[N:33]=5)[CH2:45][C:44]=4[CH:46]=3)[CH:22]=2)(=[O:15])=[O:16])[CH2:10]1, predict the reactants needed to synthesize it. The reactants are: CC([N:5]([C:9]1([CH3:25])[CH2:13][CH2:12][N:11]([S:14]([C:17]2[C:18]([NH2:24])=[N:19][CH:20]=[C:21](Br)[CH:22]=2)(=[O:16])=[O:15])[CH2:10]1)C(=O)[O-])(C)C.[CH2:26]([C@@H:28]1[CH2:37][C:36]2[N:35]=[C:34]([CH3:38])[N:33]=[C:32]([N:39]3[CH2:45][C:44]4[CH:46]=[C:47](B(O)O)[CH:48]=[CH:49][C:43]=4[O:42][CH2:41][CH2:40]3)[C:31]=2[CH2:30][CH2:29]1)[CH3:27].